Dataset: Full USPTO retrosynthesis dataset with 1.9M reactions from patents (1976-2016). Task: Predict the reactants needed to synthesize the given product. (1) Given the product [CH3:19][N:2]([CH3:1])[C:3](=[O:18])[CH2:4][CH2:5][CH2:6]/[CH:7]=[CH:8]\[C:9]1[CH:10]=[C:11]([CH:15]=[CH:16][CH:17]=1)[C:12]([NH:20][CH:21]([CH3:35])[CH2:22][O:24][Si:25]([CH:29]([CH3:31])[CH3:30])([CH:26]([CH3:28])[CH3:27])[CH:32]([CH3:33])[CH3:34])=[O:14], predict the reactants needed to synthesize it. The reactants are: [CH3:1][N:2]([CH3:19])[C:3](=[O:18])[CH2:4][CH2:5][CH2:6]/[CH:7]=[CH:8]\[C:9]1[CH:10]=[C:11]([CH:15]=[CH:16][CH:17]=1)[C:12]([OH:14])=O.[NH2:20][CH:21]([CH3:35])[C@@H:22]([O:24][Si:25]([CH:32]([CH3:34])[CH3:33])([CH:29]([CH3:31])[CH3:30])[CH:26]([CH3:28])[CH3:27])O. (2) Given the product [OH:35][CH:2]([CH2:3][OH:40])[CH2:1][C:4]1([S:7]([NH:10][C:11]2[CH:16]=[CH:15][C:14](=[O:17])[N:13]([CH3:18])[C:12]=2[N:19]([C:27]2[CH:32]=[CH:31][C:30]([I:33])=[CH:29][C:28]=2[F:34])[C:20](=[O:26])[O:21][C:22]([CH3:25])([CH3:24])[CH3:23])(=[O:9])=[O:8])[CH2:5][CH2:6]1, predict the reactants needed to synthesize it. The reactants are: [CH2:1]([C:4]1([S:7]([NH:10][C:11]2[CH:16]=[CH:15][C:14](=[O:17])[N:13]([CH3:18])[C:12]=2[N:19]([C:27]2[CH:32]=[CH:31][C:30]([I:33])=[CH:29][C:28]=2[F:34])[C:20](=[O:26])[O:21][C:22]([CH3:25])([CH3:24])[CH3:23])(=[O:9])=[O:8])[CH2:6][CH2:5]1)[CH:2]=[CH2:3].[OH2:35].C[N+]1([O-])CC[O:40]CC1. (3) Given the product [CH3:1][C:2]1[C:3]([C:16]2[CH2:20][CH2:19][CH:18]([OH:21])[CH:17]=2)=[CH:4][C:5]2[C:6]([CH3:15])([CH3:14])[CH2:7][CH2:8][C:9]([CH3:12])([CH3:13])[C:10]=2[CH:11]=1, predict the reactants needed to synthesize it. The reactants are: [CH3:1][C:2]1[C:3]([C:16]2[CH2:20][CH2:19][C:18](=[O:21])[CH:17]=2)=[CH:4][C:5]2[C:6]([CH3:15])([CH3:14])[CH2:7][CH2:8][C:9]([CH3:13])([CH3:12])[C:10]=2[CH:11]=1.O.O.O.O.O.O.O.[Cl-].[Ce+3].[Cl-].[Cl-].[BH4-].[Na+].Cl. (4) The reactants are: [F:1][C:2]([F:19])([F:18])[C:3]1[CH:4]=[C:5]([O:9][C:10]2[CH:15]=[CH:14][CH:13]=[C:12]([C:16]#[N:17])[N:11]=2)[CH:6]=[CH:7][CH:8]=1.[H][H]. Given the product [F:18][C:2]([F:1])([F:19])[C:3]1[CH:4]=[C:5]([O:9][C:10]2[CH:15]=[CH:14][CH:13]=[C:12]([CH2:16][NH2:17])[N:11]=2)[CH:6]=[CH:7][CH:8]=1, predict the reactants needed to synthesize it. (5) Given the product [Br:8][C:9]1[CH:14]=[CH:13][C:12]([C:2]2[CH:7]=[CH:6][N:5]=[CH:4][CH:3]=2)=[CH:11][CH:10]=1, predict the reactants needed to synthesize it. The reactants are: Br[C:2]1[CH:7]=[CH:6][N:5]=[CH:4][CH:3]=1.[Br:8][C:9]1[CH:14]=[CH:13][C:12](B(O)O)=[CH:11][CH:10]=1.C(=O)([O-])[O-].[Na+].[Na+]. (6) Given the product [Cl:13][C:9]1[CH:10]=[CH:11][CH:12]=[C:7]([O:22][C:16]2[CH:17]=[CH:18][C:19]([Cl:21])=[CH:20][C:15]=2[Cl:14])[N:8]=1, predict the reactants needed to synthesize it. The reactants are: CN(C=O)C.Cl[C:7]1[CH:12]=[CH:11][CH:10]=[C:9]([Cl:13])[N:8]=1.[Cl:14][C:15]1[CH:20]=[C:19]([Cl:21])[CH:18]=[CH:17][C:16]=1[OH:22].C(=O)([O-])[O-].[K+].[K+].